From a dataset of Peptide-MHC class II binding affinity with 134,281 pairs from IEDB. Regression. Given a peptide amino acid sequence and an MHC pseudo amino acid sequence, predict their binding affinity value. This is MHC class II binding data. (1) The peptide sequence is EKDYFAATQFEPLAA. The MHC is DRB1_0701 with pseudo-sequence DRB1_0701. The binding affinity (normalized) is 0.679. (2) The binding affinity (normalized) is 0.759. The peptide sequence is ADKFLANVSTVLTGK. The MHC is DRB1_0701 with pseudo-sequence DRB1_0701. (3) The peptide sequence is AAAVAGTTVYGAFAA. The MHC is HLA-DQA10501-DQB10301 with pseudo-sequence HLA-DQA10501-DQB10301. The binding affinity (normalized) is 0.668. (4) The MHC is DRB5_0101 with pseudo-sequence DRB5_0101. The binding affinity (normalized) is 0.156. The peptide sequence is TQARAAAAAFEQAHA. (5) The peptide sequence is GERSLTTLLRALGAQ. The MHC is DRB4_0101 with pseudo-sequence DRB4_0103. The binding affinity (normalized) is 0.432. (6) The peptide sequence is IVSSLHLSIRGNSNY. The MHC is DRB1_0101 with pseudo-sequence DRB1_0101. The binding affinity (normalized) is 0.330. (7) The peptide sequence is ILYKICLSGDGWPYI. The MHC is DRB1_0101 with pseudo-sequence DRB1_0101. The binding affinity (normalized) is 0.694. (8) The peptide sequence is FPQQPEQPYPQQP. The MHC is HLA-DQA10501-DQB10201 with pseudo-sequence HLA-DQA10501-DQB10201. The binding affinity (normalized) is 0.